Dataset: Catalyst prediction with 721,799 reactions and 888 catalyst types from USPTO. Task: Predict which catalyst facilitates the given reaction. (1) Reactant: [C:1](Cl)(=[O:8])[C:2]1[CH:7]=[CH:6][CH:5]=[CH:4][CH:3]=1.[C:10]1([CH3:28])[CH:15]=[CH:14][C:13]([N:16]2[C:20]3([CH2:25][CH2:24][NH:23][CH2:22][CH2:21]3)[C:19](=[O:26])[NH:18][C:17]2=[O:27])=[CH:12][CH:11]=1. Product: [C:1]([N:23]1[CH2:24][CH2:25][C:20]2([N:16]([C:13]3[CH:12]=[CH:11][C:10]([CH3:28])=[CH:15][CH:14]=3)[C:17](=[O:27])[NH:18][C:19]2=[O:26])[CH2:21][CH2:22]1)(=[O:8])[C:2]1[CH:7]=[CH:6][CH:5]=[CH:4][CH:3]=1. The catalyst class is: 4. (2) Reactant: [CH3:1][C:2]1[C:7]([CH:8]([CH2:13][CH2:14][CH3:15])[C:9]([O:11]C)=[O:10])=[C:6]([C:16]2[CH:21]=[CH:20][CH:19]=[CH:18][CH:17]=2)[N:5]=[C:4]([CH2:22][CH2:23][C:24]2[CH:29]=[CH:28][CH:27]=[CH:26][CH:25]=2)[N:3]=1.[OH-].[Na+]. Product: [CH3:1][C:2]1[C:7]([CH:8]([CH2:13][CH2:14][CH3:15])[C:9]([OH:11])=[O:10])=[C:6]([C:16]2[CH:17]=[CH:18][CH:19]=[CH:20][CH:21]=2)[N:5]=[C:4]([CH2:22][CH2:23][C:24]2[CH:29]=[CH:28][CH:27]=[CH:26][CH:25]=2)[N:3]=1. The catalyst class is: 199. (3) Reactant: [Br:1][C:2]1[CH:3]=[C:4]2[C:9](=[CH:10][CH:11]=1)[NH:8][C:7](=[O:12])[CH2:6][CH2:5]2.[CH3:13][C:14]([O-])(C)[CH3:15].[K+].C(Br)(C)C. Product: [Br:1][C:2]1[CH:3]=[C:4]2[C:9](=[CH:10][CH:11]=1)[N:8]([CH:14]([CH3:15])[CH3:13])[C:7](=[O:12])[CH2:6][CH2:5]2. The catalyst class is: 517. (4) Reactant: ClS([N:5]=[C:6]=[O:7])(=O)=O.[NH2:8][C:9]1[S:10][C:11]([CH2:17][C:18]2[CH:23]=[CH:22][CH:21]=[CH:20][CH:19]=2)=[CH:12][C:13]=1[C:14]([NH2:16])=[O:15]. Product: [CH2:17]([C:11]1[S:10][C:9]([NH:8][C:6]([NH2:5])=[O:7])=[C:13]([C:14]([NH2:16])=[O:15])[CH:12]=1)[C:18]1[CH:23]=[CH:22][CH:21]=[CH:20][CH:19]=1. The catalyst class is: 4. (5) Reactant: C([O:3][C:4]([C:6]1[S:23][C:9]2[N:10]=[C:11]([S:21][CH3:22])[N:12]=[C:13]([C:14]3[CH:19]=[CH:18][CH:17]=[C:16]([Cl:20])[CH:15]=3)[C:8]=2[C:7]=1[NH2:24])=[O:5])C.[OH-].[Li+].O. Product: [NH2:24][C:7]1[C:8]2[C:13]([C:14]3[CH:19]=[CH:18][CH:17]=[C:16]([Cl:20])[CH:15]=3)=[N:12][C:11]([S:21][CH3:22])=[N:10][C:9]=2[S:23][C:6]=1[C:4]([OH:5])=[O:3]. The catalyst class is: 12.